Regression. Given two drug SMILES strings and cell line genomic features, predict the synergy score measuring deviation from expected non-interaction effect. From a dataset of NCI-60 drug combinations with 297,098 pairs across 59 cell lines. (1) Drug 1: CC(C)NC(=O)C1=CC=C(C=C1)CNNC.Cl. Drug 2: CC1C(C(CC(O1)OC2CC(CC3=C2C(=C4C(=C3O)C(=O)C5=C(C4=O)C(=CC=C5)OC)O)(C(=O)CO)O)N)O.Cl. Cell line: SK-MEL-28. Synergy scores: CSS=42.2, Synergy_ZIP=-1.14, Synergy_Bliss=-2.15, Synergy_Loewe=-2.52, Synergy_HSA=-1.07. (2) Drug 1: C1CCN(CC1)CCOC2=CC=C(C=C2)C(=O)C3=C(SC4=C3C=CC(=C4)O)C5=CC=C(C=C5)O. Drug 2: C1=CC(=CC=C1CCCC(=O)O)N(CCCl)CCCl. Cell line: MDA-MB-231. Synergy scores: CSS=23.8, Synergy_ZIP=3.03, Synergy_Bliss=3.09, Synergy_Loewe=1.04, Synergy_HSA=1.36. (3) Drug 1: C1=CC(=CC=C1CCC2=CNC3=C2C(=O)NC(=N3)N)C(=O)NC(CCC(=O)O)C(=O)O. Drug 2: C1C(C(OC1N2C=NC3=C2NC=NCC3O)CO)O. Cell line: SK-MEL-5. Synergy scores: CSS=6.61, Synergy_ZIP=-1.83, Synergy_Bliss=1.58, Synergy_Loewe=-8.12, Synergy_HSA=-1.12.